Dataset: NCI-60 drug combinations with 297,098 pairs across 59 cell lines. Task: Regression. Given two drug SMILES strings and cell line genomic features, predict the synergy score measuring deviation from expected non-interaction effect. (1) Drug 1: CN1C2=C(C=C(C=C2)N(CCCl)CCCl)N=C1CCCC(=O)O.Cl. Drug 2: CC(C)NC(=O)C1=CC=C(C=C1)CNNC.Cl. Cell line: HT29. Synergy scores: CSS=1.14, Synergy_ZIP=0.952, Synergy_Bliss=2.02, Synergy_Loewe=-1.94, Synergy_HSA=-0.655. (2) Drug 1: CS(=O)(=O)C1=CC(=C(C=C1)C(=O)NC2=CC(=C(C=C2)Cl)C3=CC=CC=N3)Cl. Drug 2: CC1=C(C=C(C=C1)NC(=O)C2=CC=C(C=C2)CN3CCN(CC3)C)NC4=NC=CC(=N4)C5=CN=CC=C5. Cell line: CCRF-CEM. Synergy scores: CSS=13.7, Synergy_ZIP=-1.62, Synergy_Bliss=2.18, Synergy_Loewe=-1.46, Synergy_HSA=-0.796. (3) Drug 1: C1C(C(OC1N2C=NC3=C(N=C(N=C32)Cl)N)CO)O. Drug 2: C1=NC2=C(N=C(N=C2N1C3C(C(C(O3)CO)O)O)F)N. Cell line: RPMI-8226. Synergy scores: CSS=7.10, Synergy_ZIP=1.73, Synergy_Bliss=8.84, Synergy_Loewe=-5.19, Synergy_HSA=4.75.